From a dataset of Catalyst prediction with 721,799 reactions and 888 catalyst types from USPTO. Predict which catalyst facilitates the given reaction. (1) Reactant: [CH:1]([N:4]1[CH:12]=[N:11][C:10]2[C:5]1=[N:6][C:7]([N:20]1[CH2:25][CH2:24][O:23][CH2:22][CH2:21]1)=[N:8][C:9]=2[C:13]1[CH:14]=[N:15][C:16]([NH2:19])=[N:17][CH:18]=1)([CH3:3])[CH3:2].C1C(=O)N([Br:33])C(=O)C1. Product: [Br:33][C:12]1[N:4]([CH:1]([CH3:3])[CH3:2])[C:5]2[C:10]([N:11]=1)=[C:9]([C:13]1[CH:14]=[N:15][C:16]([NH2:19])=[N:17][CH:18]=1)[N:8]=[C:7]([N:20]1[CH2:25][CH2:24][O:23][CH2:22][CH2:21]1)[N:6]=2. The catalyst class is: 22. (2) Reactant: CON(C)[C:4](=[O:31])[CH:5]([NH:17][C:18]([N:20]1[CH2:25][C:24](=[O:26])[NH:23][C:22]2[CH:27]=[CH:28][CH:29]=[N:30][C:21]1=2)=[O:19])[C:6]1[CH:11]=[CH:10][C:9]([O:12][C:13]([F:16])([F:15])[F:14])=[CH:8][CH:7]=1.[CH3:33][Mg]Br.O1CCCC1.Cl. Product: [O:26]=[C:24]1[CH2:25][N:20]([C:18]([NH:17][CH:5]([C:6]2[CH:11]=[CH:10][C:9]([O:12][C:13]([F:16])([F:15])[F:14])=[CH:8][CH:7]=2)[C:4](=[O:31])[CH3:33])=[O:19])[C:21]2[N:30]=[CH:29][CH:28]=[CH:27][C:22]=2[NH:23]1. The catalyst class is: 7. (3) Reactant: [CH2:1]([C:3]1[CH:4]=[C:5]2[C:9](=[CH:10][CH:11]=1)[NH:8]C(=O)[C:6]2=[O:13])[CH3:2].[OH:14]O. Product: [NH2:8][C:9]1[CH:10]=[CH:11][C:3]([CH2:1][CH3:2])=[CH:4][C:5]=1[C:6]([OH:13])=[O:14]. The catalyst class is: 74. (4) Reactant: [NH2:1][C:2]1[C:7]([NH2:8])=[CH:6][CH:5]=[CH:4][C:3]=1[CH3:9].[C:10](O)(=O)/[CH:11]=[CH:12]/[C:13]1[CH:18]=[CH:17][CH:16]=[CH:15][CH:14]=1.[OH-].[Na+]. Product: [CH3:9][C:3]1[C:2]2[N:1]=[C:10](/[CH:11]=[CH:12]/[C:13]3[CH:18]=[CH:17][CH:16]=[CH:15][CH:14]=3)[NH:8][C:7]=2[CH:6]=[CH:5][CH:4]=1. The catalyst class is: 6. (5) Reactant: [Cl:1][C:2]1[CH:3]=[CH:4][CH:5]=[C:6]2[C:11]=1[C:10]([CH2:12][C:13]1[CH:14]=[CH:15][C:16]([F:22])=[C:17]([CH:21]=1)[C:18]([OH:20])=O)=[N:9][NH:8][C:7]2=[O:23].[CH2:24]([O:26][CH:27]1[CH2:32][CH2:31][NH:30][CH2:29][CH2:28]1)[CH3:25].CCN(C(C)C)C(C)C. Product: [Cl:1][C:2]1[CH:3]=[CH:4][CH:5]=[C:6]2[C:11]=1[C:10]([CH2:12][C:13]1[CH:14]=[CH:15][C:16]([F:22])=[C:17]([C:18]([N:30]3[CH2:31][CH2:32][CH:27]([O:26][CH2:24][CH3:25])[CH2:28][CH2:29]3)=[O:20])[CH:21]=1)=[N:9][NH:8][C:7]2=[O:23]. The catalyst class is: 3.